The task is: Predict the reactants needed to synthesize the given product.. This data is from Full USPTO retrosynthesis dataset with 1.9M reactions from patents (1976-2016). (1) Given the product [Cl:12][C:13]1[CH:18]=[CH:17][CH:16]=[CH:15][C:14]=1[S:19]([N:1]1[C:9]2[C:4](=[CH:5][CH:6]=[CH:7][CH:8]=2)[C:3]([CH:10]=[O:11])=[CH:2]1)(=[O:21])=[O:20], predict the reactants needed to synthesize it. The reactants are: [NH:1]1[C:9]2[C:4](=[CH:5][CH:6]=[CH:7][CH:8]=2)[C:3]([CH:10]=[O:11])=[CH:2]1.[Cl:12][C:13]1[CH:18]=[CH:17][CH:16]=[CH:15][C:14]=1[S:19](Cl)(=[O:21])=[O:20].C(N(C(C)C)CC)(C)C.C(=O)([O-])O.[Na+]. (2) Given the product [NH4+:1].[OH-:15].[CH3:22][C:21]1[CH:20]=[CH:26][C:19]2[C:2](=[CH:3][C:4]3[CH2:5][C@:6]4([C:14]5[C:9](=[N:10][CH:11]=[CH:12][CH:13]=5)[NH:8][C:7]4=[O:15])[CH2:16][C:17]=3[CH:18]=2)[N:1]=1, predict the reactants needed to synthesize it. The reactants are: [NH2:1][C:2]1[CH:3]=[C:4]2[C:17](=[CH:18][CH:19]=1)[CH2:16][C@@:6]1([C:14]3[C:9](=[N:10][CH:11]=[CH:12][CH:13]=3)[NH:8][C:7]1=[O:15])[CH2:5]2.[C:20]1(Cl)[C:26](=O)C(Cl)=C(Cl)[C:22](=O)[C:21]=1Cl.Cl.C(=O)/C=C/C.[OH-].[Na+].